This data is from Full USPTO retrosynthesis dataset with 1.9M reactions from patents (1976-2016). The task is: Predict the reactants needed to synthesize the given product. (1) Given the product [CH3:19][C:14]1([CH3:20])[CH2:13][CH:12]([NH2:21])[C:11]2[C:16](=[CH:17][CH:18]=[C:9]([CH2:1][C:2]([CH3:5])([CH3:4])[CH3:3])[CH:10]=2)[NH:15]1, predict the reactants needed to synthesize it. The reactants are: [CH2:1]([Mg]Cl)[C:2]([CH3:5])([CH3:4])[CH3:3].Br[C:9]1[CH:10]=[C:11]2[C:16](=[CH:17][CH:18]=1)[NH:15][C:14]([CH3:20])([CH3:19])[CH2:13][CH:12]2[NH2:21].O1CCCC1. (2) Given the product [O:1]1[C:5]2[CH:6]=[CH:7][CH:8]=[CH:9][C:4]=2[CH:3]=[C:2]1[C:10]1[C:18]2[C:13](=[CH:14][CH:15]=[C:16]([C:19]([NH:58][CH2:57][CH2:56][CH2:55][CH2:54][N:53]([CH3:59])[CH3:52])=[O:21])[CH:17]=2)[NH:12][N:11]=1, predict the reactants needed to synthesize it. The reactants are: [O:1]1[C:5]2[CH:6]=[CH:7][CH:8]=[CH:9][C:4]=2[CH:3]=[C:2]1[C:10]1[C:18]2[C:13](=[CH:14][CH:15]=[C:16]([C:19]([OH:21])=O)[CH:17]=2)[N:12](C2CCCCO2)[N:11]=1.F[P-](F)(F)(F)(F)F.N1(OC(N(C)C)=[N+](C)C)C2C=CC=CC=2N=N1.[CH3:52][N:53]([CH3:59])[CH2:54][CH2:55][CH2:56][CH2:57][NH2:58]. (3) The reactants are: [Cl:1][C:2]1[CH:21]=[CH:20][C:5]2[N:6]([CH:10]([C:14]3[CH:19]=[CH:18][CH:17]=[CH:16][CH:15]=3)[C:11](O)=[O:12])[C:7](=[O:9])[NH:8][C:4]=2[CH:3]=1.C1C=CC2N(O)N=NC=2C=1.N=C=N.[CH2:35]([N:38]1[CH2:43][CH2:42][N:41]([CH:44]2[CH2:48][CH2:47][NH:46][CH2:45]2)[CH2:40][CH2:39]1)[CH2:36][CH3:37].C(=O)([O-])[O-]. Given the product [Cl:1][C:2]1[CH:21]=[CH:20][C:5]2[N:6]([CH:10]([C:14]3[CH:15]=[CH:16][CH:17]=[CH:18][CH:19]=3)[C:11](=[O:12])[N:46]3[CH2:47][CH2:48][CH:44]([N:41]4[CH2:42][CH2:43][N:38]([CH2:35][CH2:36][CH3:37])[CH2:39][CH2:40]4)[CH2:45]3)[C:7](=[O:9])[NH:8][C:4]=2[CH:3]=1, predict the reactants needed to synthesize it.